Dataset: Reaction yield outcomes from USPTO patents with 853,638 reactions. Task: Predict the reaction yield, written as a fraction of the theoretical maximum amount of product (1.0 means a 100% yield; for example, 0.34 means a 34% yield). (1) The product is [CH3:2][N:23]1[CH2:24][CH2:25][N:21]([C:18]2[N:19]=[N:20][C:15]([N:12]3[CH2:11][CH2:10][N:9]([C:7](=[O:8])[C:6]4[CH:27]=[CH:28][CH:29]=[CH:30][C:5]=4[C:4]([F:3])([F:31])[F:32])[CH2:14][CH2:13]3)=[CH:16][CH:17]=2)[C:22]1=[O:26]. No catalyst specified. The yield is 0.390. The reactants are I[CH3:2].[F:3][C:4]([F:32])([F:31])[C:5]1[CH:30]=[CH:29][CH:28]=[CH:27][C:6]=1[C:7]([N:9]1[CH2:14][CH2:13][N:12]([C:15]2[N:20]=[N:19][C:18]([N:21]3[CH2:25][CH2:24][NH:23][C:22]3=[O:26])=[CH:17][CH:16]=2)[CH2:11][CH2:10]1)=[O:8]. (2) The reactants are [NH:1]1[CH:5]=[N:4][C:3]([NH2:6])=[N:2]1.[CH2:7]([O:10][CH:11]1[CH2:16][CH2:15][C:14](=O)[CH2:13][CH2:12]1)[CH:8]=[CH2:9].C([BH3-])#N.[Na+].O. The catalyst is C(O)(=O)C. The product is [CH2:7]([O:10][CH:11]1[CH2:16][CH2:15][CH:14]([NH:6][C:3]2[NH:4][CH:5]=[N:1][N:2]=2)[CH2:13][CH2:12]1)[CH:8]=[CH2:9]. The yield is 0.500. (3) The reactants are [CH3:1][O:2][C:3](=[O:24])[C:4]1[CH:9]=[C:8]([S:10](=[O:22])(=[O:21])[NH:11][CH2:12][CH2:13][C:14]2[CH:19]=[CH:18][C:17](Br)=[CH:16][CH:15]=2)[CH:7]=[CH:6][C:5]=1[CH3:23].[F:25][C:26]([F:38])([F:37])[O:27][C:28]1[CH:33]=[CH:32][C:31](B(O)O)=[CH:30][CH:29]=1.C(=O)([O-])[O-].[K+].[K+].ClCCl. The catalyst is O1CCOCC1.C1(P(C2C=CC=CC=2)[C-]2C=CC=C2)C=CC=CC=1.[C-]1(P(C2C=CC=CC=2)C2C=CC=CC=2)C=CC=C1.[Fe+2].O. The product is [CH3:1][O:2][C:3](=[O:24])[C:4]1[CH:9]=[C:8]([S:10](=[O:22])(=[O:21])[NH:11][CH2:12][CH2:13][C:14]2[CH:19]=[CH:18][C:17]([C:31]3[CH:30]=[CH:29][C:28]([O:27][C:26]([F:25])([F:37])[F:38])=[CH:33][CH:32]=3)=[CH:16][CH:15]=2)[CH:7]=[CH:6][C:5]=1[CH3:23]. The yield is 0.620. (4) The product is [Cl:1][C:2]1[CH:7]=[C:6]2[NH:8][C:9](=[O:32])[C:10]3([CH:15]([C:16]4[CH:21]=[CH:20][CH:19]=[C:18]([Cl:22])[CH:17]=4)[CH2:14][C:13](=[O:23])[N:12]([CH2:24][C:25]([NH:50][CH:47]4[CH2:48][CH2:49][N:44]([S:41]([CH3:40])(=[O:43])=[O:42])[CH2:45][CH2:46]4)=[O:26])[CH:11]3[C:28](=[CH2:31])[CH2:29][CH3:30])[C:5]2=[CH:4][CH:3]=1. The catalyst is CN(C)C1C=CN=CC=1.O1CCCC1. The yield is 0.440. The reactants are [Cl:1][C:2]1[CH:7]=[C:6]2[NH:8][C:9](=[O:32])[C:10]3([CH:15]([C:16]4[CH:21]=[CH:20][CH:19]=[C:18]([Cl:22])[CH:17]=4)[CH2:14][C:13](=[O:23])[N:12]([CH2:24][C:25](F)=[O:26])[CH:11]3[C:28](=[CH2:31])[CH2:29][CH3:30])[C:5]2=[CH:4][CH:3]=1.FC(F)(F)C(O)=O.[CH3:40][S:41]([N:44]1[CH2:49][CH2:48][CH:47]([NH2:50])[CH2:46][CH2:45]1)(=[O:43])=[O:42].CN1CCOCC1.